Dataset: NCI-60 drug combinations with 297,098 pairs across 59 cell lines. Task: Regression. Given two drug SMILES strings and cell line genomic features, predict the synergy score measuring deviation from expected non-interaction effect. (1) Drug 1: C1=C(C(=O)NC(=O)N1)F. Drug 2: C1=CC(=CC=C1CCCC(=O)O)N(CCCl)CCCl. Cell line: KM12. Synergy scores: CSS=25.4, Synergy_ZIP=-10.3, Synergy_Bliss=-20.0, Synergy_Loewe=-27.2, Synergy_HSA=-16.6. (2) Drug 1: C1=CC(=CC=C1CCCC(=O)O)N(CCCl)CCCl. Drug 2: C(CCl)NC(=O)N(CCCl)N=O. Cell line: SK-MEL-2. Synergy scores: CSS=1.38, Synergy_ZIP=-3.72, Synergy_Bliss=-3.75, Synergy_Loewe=-3.90, Synergy_HSA=-3.88. (3) Drug 1: CCCCCOC(=O)NC1=NC(=O)N(C=C1F)C2C(C(C(O2)C)O)O. Drug 2: C1CC(=O)NC(=O)C1N2C(=O)C3=CC=CC=C3C2=O. Cell line: T-47D. Synergy scores: CSS=-4.29, Synergy_ZIP=2.37, Synergy_Bliss=0.902, Synergy_Loewe=-1.87, Synergy_HSA=-2.44. (4) Drug 1: CCCS(=O)(=O)NC1=C(C(=C(C=C1)F)C(=O)C2=CNC3=C2C=C(C=N3)C4=CC=C(C=C4)Cl)F. Drug 2: CC1=C(C=C(C=C1)NC2=NC=CC(=N2)N(C)C3=CC4=NN(C(=C4C=C3)C)C)S(=O)(=O)N.Cl. Cell line: RPMI-8226. Synergy scores: CSS=5.56, Synergy_ZIP=13.2, Synergy_Bliss=20.7, Synergy_Loewe=6.77, Synergy_HSA=11.6. (5) Drug 1: CS(=O)(=O)C1=CC(=C(C=C1)C(=O)NC2=CC(=C(C=C2)Cl)C3=CC=CC=N3)Cl. Drug 2: C1C(C(OC1N2C=NC3=C(N=C(N=C32)Cl)N)CO)O. Cell line: TK-10. Synergy scores: CSS=11.9, Synergy_ZIP=-0.978, Synergy_Bliss=4.79, Synergy_Loewe=1.61, Synergy_HSA=3.02. (6) Drug 1: C1=CN(C(=O)N=C1N)C2C(C(C(O2)CO)O)O.Cl. Drug 2: C1=CN(C=N1)CC(O)(P(=O)(O)O)P(=O)(O)O. Cell line: UACC62. Synergy scores: CSS=30.2, Synergy_ZIP=-9.52, Synergy_Bliss=-2.37, Synergy_Loewe=-12.1, Synergy_HSA=-1.66. (7) Drug 1: CN1CCC(CC1)COC2=C(C=C3C(=C2)N=CN=C3NC4=C(C=C(C=C4)Br)F)OC. Drug 2: C(=O)(N)NO. Cell line: NCI-H322M. Synergy scores: CSS=44.3, Synergy_ZIP=0.447, Synergy_Bliss=1.78, Synergy_Loewe=-40.1, Synergy_HSA=2.11.